Dataset: Forward reaction prediction with 1.9M reactions from USPTO patents (1976-2016). Task: Predict the product of the given reaction. (1) Given the reactants [C:1]([C:3]1[CH:8]=[CH:7][C:6]([CH2:9][CH2:10][C:11]([O:13][CH3:14])=[O:12])=[CH:5][CH:4]=1)#[CH:2].Br[C:16]1[C:21]([N+:22]([O-:24])=[O:23])=[CH:20][CH:19]=[CH:18][N:17]=1, predict the reaction product. The product is: [N+:22]([C:21]1[C:16]([C:2]#[C:1][C:3]2[CH:8]=[CH:7][C:6]([CH2:9][CH2:10][C:11]([O:13][CH3:14])=[O:12])=[CH:5][CH:4]=2)=[N:17][CH:18]=[CH:19][CH:20]=1)([O-:24])=[O:23]. (2) Given the reactants [CH3:1][O:2][C:3](=[O:16])[CH:4]([NH:8][C:9]([O:11][C:12]([CH3:15])([CH3:14])[CH3:13])=[O:10])[CH2:5][CH:6]=[CH2:7].B1C2CCCC1CCC2.I[C:27]1[CH:32]=[CH:31][C:30]([O:33][CH3:34])=[CH:29][CH:28]=1, predict the reaction product. The product is: [CH3:1][O:2][C:3](=[O:16])[CH:4]([NH:8][C:9]([O:11][C:12]([CH3:15])([CH3:14])[CH3:13])=[O:10])[CH2:5][CH2:6][CH2:7][C:27]1[CH:32]=[CH:31][C:30]([O:33][CH3:34])=[CH:29][CH:28]=1. (3) Given the reactants [Cl:1][C:2]1[CH:7]=[CH:6][C:5]([NH:8][C:9]([CH:11]2[CH2:16][N:15]([C:17](=[O:29])[C:18]3[CH:23]=[CH:22][CH:21]=[C:20]([C:24]4[O:25][CH:26]=[CH:27][CH:28]=4)[CH:19]=3)[CH2:14][CH2:13][NH:12]2)=[O:10])=[CH:4][CH:3]=1.[C:30](Cl)(=[O:34])[O:31][CH2:32][CH3:33], predict the reaction product. The product is: [Cl:1][C:2]1[CH:7]=[CH:6][C:5]([NH:8][C:9]([CH:11]2[CH2:16][N:15]([C:17](=[O:29])[C:18]3[CH:23]=[CH:22][CH:21]=[C:20]([C:24]4[O:25][CH:26]=[CH:27][CH:28]=4)[CH:19]=3)[CH2:14][CH2:13][N:12]2[C:30]([O:31][CH2:32][CH3:33])=[O:34])=[O:10])=[CH:4][CH:3]=1. (4) Given the reactants [NH2:1][C:2]1[C:3]([C:20](O)=[O:21])=[N:4][C:5]([C:12]2[CH:17]=[CH:16][C:15]([Cl:18])=[CH:14][C:13]=2[Cl:19])=[C:6]([C:8]([F:11])([F:10])[F:9])[CH:7]=1.Cl.[NH2:24][CH2:25][C:26]([CH3:32])([OH:31])[C:27]([F:30])([F:29])[F:28], predict the reaction product. The product is: [F:28][C:27]([F:30])([F:29])[C:26]([OH:31])([CH3:32])[CH2:25][NH:24][C:20]([C:3]1[C:2]([NH2:1])=[CH:7][C:6]([C:8]([F:10])([F:9])[F:11])=[C:5]([C:12]2[CH:17]=[CH:16][C:15]([Cl:18])=[CH:14][C:13]=2[Cl:19])[N:4]=1)=[O:21]. (5) The product is: [Cl:15][C:16]1[CH:21]=[CH:20][C:19]([C:2]2[C:3]3[S:10][C:9]4[CH:11]=[CH:12][CH:13]=[CH:14][C:8]=4[C:4]=3[N:5]=[CH:6][N:7]=2)=[CH:18][CH:17]=1. Given the reactants Cl[C:2]1[C:3]2[S:10][C:9]3[CH:11]=[CH:12][CH:13]=[CH:14][C:8]=3[C:4]=2[N:5]=[CH:6][N:7]=1.[Cl:15][C:16]1[CH:21]=[CH:20][C:19](B(O)O)=[CH:18][CH:17]=1.C([O-])([O-])=O.[K+].[K+], predict the reaction product. (6) Given the reactants [NH2:1][C:2]1[CH:3]=[CH:4][C:5]([CH3:25])=[C:6]([CH:24]=1)[NH:7][C:8]1[CH:13]=[C:12]([C:14]([F:17])([F:16])[F:15])[N:11]=[C:10]([C:18]2[CH:23]=[CH:22][N:21]=[CH:20][CH:19]=2)[N:9]=1.[C:26](Cl)(=[O:35])[C:27]1[CH:32]=[CH:31][C:30]([O:33][CH3:34])=[CH:29][CH:28]=1, predict the reaction product. The product is: [CH3:34][O:33][C:30]1[CH:31]=[CH:32][C:27]([C:26]([NH:1][C:2]2[CH:3]=[CH:4][C:5]([CH3:25])=[C:6]([NH:7][C:8]3[CH:13]=[C:12]([C:14]([F:16])([F:17])[F:15])[N:11]=[C:10]([C:18]4[CH:23]=[CH:22][N:21]=[CH:20][CH:19]=4)[N:9]=3)[CH:24]=2)=[O:35])=[CH:28][CH:29]=1. (7) Given the reactants C([O:3][C:4](=[O:48])[CH2:5][CH2:6][CH2:7][O:8][C:9]1[CH:14]=[CH:13][CH:12]=[C:11]([CH2:15][CH2:16][CH2:17][CH2:18][CH2:19][CH2:20][O:21][C:22]2[CH:23]=[C:24]([C:31]3[CH:36]=[CH:35][C:34]([S:37]([CH3:40])(=[O:39])=[O:38])=[CH:33][CH:32]=3)[CH:25]=[C:26]([O:28][CH2:29][CH3:30])[CH:27]=2)[C:10]=1[CH2:41][CH2:42][C:43]([O:45]CC)=[O:44])C.[OH-].[Na+], predict the reaction product. The product is: [C:43]([CH2:42][CH2:41][C:10]1[C:11]([CH2:15][CH2:16][CH2:17][CH2:18][CH2:19][CH2:20][O:21][C:22]2[CH:23]=[C:24]([C:31]3[CH:36]=[CH:35][C:34]([S:37]([CH3:40])(=[O:38])=[O:39])=[CH:33][CH:32]=3)[CH:25]=[C:26]([O:28][CH2:29][CH3:30])[CH:27]=2)=[CH:12][CH:13]=[CH:14][C:9]=1[O:8][CH2:7][CH2:6][CH2:5][C:4]([OH:48])=[O:3])([OH:45])=[O:44].